Task: Predict the product of the given reaction.. Dataset: Forward reaction prediction with 1.9M reactions from USPTO patents (1976-2016) (1) Given the reactants CC1C=C(C)C=C(C)C=1S([O-])(=O)=O.[NH2:14][N+:15]1[CH:20]=[C:19]([CH2:21][OH:22])[CH:18]=[CH:17][C:16]=1[O:23][CH3:24].[CH2:25]([O:27][C:28](=[O:31])[C:29]#[CH:30])[CH3:26].C(=O)([O-])[O-].[K+].[K+].O, predict the reaction product. The product is: [CH2:25]([O:27][C:28]([C:29]1[CH:30]=[N:14][N:15]2[C:16]([O:23][CH3:24])=[CH:17][CH:18]=[C:19]([CH2:21][OH:22])[C:20]=12)=[O:31])[CH3:26]. (2) Given the reactants C([O-])=O.[CH3:4][N+:5]([CH3:40])([CH3:39])[CH2:6][C@H:7]([NH:16][C:17]([NH:19][CH2:20][CH2:21][CH2:22][CH2:23][CH2:24][CH2:25][CH2:26][C:27]1[CH:32]=[CH:31][C:30]([C:33]2[CH:38]=[CH:37][CH:36]=[CH:35][CH:34]=2)=[CH:29][CH:28]=1)=[O:18])[CH2:8][C:9]([O:11]CC(C)C)=[O:10], predict the reaction product. The product is: [CH3:40][N+:5]([CH3:4])([CH3:39])[CH2:6][C@H:7]([NH:16][C:17]([NH:19][CH2:20][CH2:21][CH2:22][CH2:23][CH2:24][CH2:25][CH2:26][C:27]1[CH:28]=[CH:29][C:30]([C:33]2[CH:34]=[CH:35][CH:36]=[CH:37][CH:38]=2)=[CH:31][CH:32]=1)=[O:18])[CH2:8][C:9]([O-:11])=[O:10].